This data is from Full USPTO retrosynthesis dataset with 1.9M reactions from patents (1976-2016). The task is: Predict the reactants needed to synthesize the given product. (1) Given the product [CH3:13][CH:12]1[C:14]2([CH2:19][CH2:18][O:17][CH2:16][CH2:15]2)[O:6]1, predict the reactants needed to synthesize it. The reactants are: ClC1C=C(C=CC=1)C(OO)=[O:6].[CH:12](=[C:14]1[CH2:19][CH2:18][O:17][CH2:16][CH2:15]1)[CH3:13]. (2) The reactants are: Br[C:2]1[CH:3]=[C:4]([CH2:9][NH:10][C:11]([C:13]2[CH:18]=[CH:17][CH:16]=[C:15]([C:19]([NH:21][CH2:22][C:23]3[C:24]([NH:36][CH:37]4[CH2:42][CH2:41][O:40][CH2:39][CH2:38]4)=[C:25]4[CH:33]=[N:32][N:31]([CH2:34][CH3:35])[C:26]4=[N:27][C:28]=3[CH2:29][CH3:30])=[O:20])[N:14]=2)=[O:12])[CH:5]=[CH:6][C:7]=1[CH3:8].[CH3:43][N:44]1[CH2:49][CH2:48][CH:47]([CH2:50][C:51]2[CH:56]=[CH:55][CH:54]=[C:53](B3OC(C)(C)C(C)(C)O3)[CH:52]=2)[CH2:46][CH2:45]1.C([O-])([O-])=O.[Na+].[Na+]. Given the product [CH2:34]([N:31]1[C:26]2=[N:27][C:28]([CH2:29][CH3:30])=[C:23]([CH2:22][NH:21][C:19]([C:15]3[CH:16]=[CH:17][CH:18]=[C:13]([C:11]([NH:10][CH2:9][C:4]4[CH:3]=[C:2]([C:55]5[CH:54]=[CH:53][CH:52]=[C:51]([CH2:50][CH:47]6[CH2:48][CH2:49][N:44]([CH3:43])[CH2:45][CH2:46]6)[CH:56]=5)[C:7]([CH3:8])=[CH:6][CH:5]=4)=[O:12])[N:14]=3)=[O:20])[C:24]([NH:36][CH:37]3[CH2:42][CH2:41][O:40][CH2:39][CH2:38]3)=[C:25]2[CH:33]=[N:32]1)[CH3:35], predict the reactants needed to synthesize it.